This data is from Reaction yield outcomes from USPTO patents with 853,638 reactions. The task is: Predict the reaction yield, written as a fraction of the theoretical maximum amount of product (1.0 means a 100% yield; for example, 0.34 means a 34% yield). (1) The reactants are [OH-].[Na+].[C:3]([O:7][C:8]([N:10]1[CH2:15][CH2:14][C:13](=[O:16])[CH2:12][CH2:11]1)=[O:9])([CH3:6])([CH3:5])[CH3:4].O.[CH3:18]S(C)=O. No catalyst specified. The product is [C:3]([O:7][C:8]([N:10]1[CH2:11][CH2:12][C:13]2([O:16][CH2:18]2)[CH2:14][CH2:15]1)=[O:9])([CH3:6])([CH3:4])[CH3:5]. The yield is 0.855. (2) The reactants are FC(F)(F)C(O)=O.COC1C=C(C=CC=1OC)C[NH:14][C:15]1[C:32]2[C:31](=[O:33])[C:30]3[C:21](=[C:22]([OH:43])[C:23]4[CH2:24][C@@:25]([OH:42])([C:36]5([CH3:41])OCC[O:37]5)[CH2:26][C@H:27]([OH:35])[C:28]=4[C:29]=3[OH:34])[C:20](=[O:44])[C:19]=2[CH:18]=[CH:17][CH:16]=1.C([O-])(O)=O.[Na+]. The catalyst is C1(OC)C=CC=CC=1.O. The product is [C:36]([C@@:25]1([OH:42])[CH2:26][C@H:27]([OH:35])[C:28]2[C:29]([OH:34])=[C:30]3[C:21]([C:20](=[O:44])[C:19]4[CH:18]=[CH:17][CH:16]=[C:15]([NH2:14])[C:32]=4[C:31]3=[O:33])=[C:22]([OH:43])[C:23]=2[CH2:24]1)(=[O:37])[CH3:41]. The yield is 0.930.